Dataset: Full USPTO retrosynthesis dataset with 1.9M reactions from patents (1976-2016). Task: Predict the reactants needed to synthesize the given product. (1) Given the product [Br:14][CH2:11][CH2:10][CH2:9][CH2:8][CH2:7][O:6][CH2:5][CH2:4][CH2:3][CH2:2][Br:1], predict the reactants needed to synthesize it. The reactants are: [Br:1][CH2:2][CH2:3][CH2:4][CH2:5][O:6][CH2:7][CH2:8][CH2:9][CH2:10][CH2:11]O.C(Br)(Br)(Br)[Br:14].C1(P(C2C=CC=CC=2)C2C=CC=CC=2)C=CC=CC=1.CCCCCCC. (2) Given the product [Cl:28][C:25]1[CH:26]=[CH:27][C:22]([C:17]2([CH2:16][C:12]3[N:11]4[CH2:29][CH2:30][N:31]([CH3:34])[C:32](=[O:33])[C:10]4=[C:9]([OH:8])[C:14](=[O:15])[N:13]=3)[CH2:21][CH2:20][CH2:19][CH2:18]2)=[CH:23][CH:24]=1, predict the reactants needed to synthesize it. The reactants are: C([O:8][C:9]1[C:14](=[O:15])[N:13]=[C:12]([CH2:16][C:17]2([C:22]3[CH:27]=[CH:26][C:25]([Cl:28])=[CH:24][CH:23]=3)[CH2:21][CH2:20][CH2:19][CH2:18]2)[N:11]2[CH2:29][CH2:30][N:31]([CH3:34])[C:32](=[O:33])[C:10]=12)C1C=CC=CC=1.C1(C2C=CC=CC=2)C=CC=CC=1CC1N2CCN(C)C(=O)C2=C(O)C(=O)N=1. (3) Given the product [CH2:29]([NH:8][C:9]1[CH:14]=[C:13]([C:32]2[CH:41]=[CH:40][C:39]3[N:38]=[CH:37][C:36]4[N:42]([CH3:53])[C:43](=[O:52])[N:44]([C:45]5[C:46]([CH3:51])=[N:47][CH:48]=[CH:49][CH:50]=5)[C:35]=4[C:34]=3[CH:33]=2)[CH:12]=[N:11][C:10]=1[CH2:24][OH:25])[CH3:30], predict the reactants needed to synthesize it. The reactants are: C(OC([N:8]([CH2:29][CH3:30])[C:9]1[C:10]([CH2:24][O:25]C(=O)C)=[N:11][CH:12]=[C:13](B2OC(C)(C)C(C)(C)O2)[CH:14]=1)=O)(C)(C)C.Br[C:32]1[CH:41]=[CH:40][C:39]2[N:38]=[CH:37][C:36]3[N:42]([CH3:53])[C:43](=[O:52])[N:44]([C:45]4[C:46]([CH3:51])=[N:47][CH:48]=[CH:49][CH:50]=4)[C:35]=3[C:34]=2[CH:33]=1.[Li+].[OH-]. (4) Given the product [CH3:64][CH:65]([N:36]1[CH2:35][CH2:34][N:33]([C:39]2[CH:40]=[C:41]([C:14]3[CH:15]=[C:16]4[C:26]5[C:21](=[CH:22][N:23]=[C:24]([C:27]6[CH:28]=[N:29][CH:30]=[CH:31][CH:32]=6)[CH:25]=5)[NH:20][C:17]4=[N:18][CH:19]=3)[CH:42]=[CH:43][CH:44]=2)[CH2:38][CH2:37]1)[CH3:67], predict the reactants needed to synthesize it. The reactants are: CN1CCN(C2C=CC([C:14]3[CH:15]=[C:16]4[C:26]5[C:21](=[CH:22][N:23]=[C:24]([C:27]6[CH:28]=[N:29][CH:30]=[CH:31][CH:32]=6)[CH:25]=5)[NH:20][C:17]4=[N:18][CH:19]=3)=CC=2)CC1.[N:33]1([C:39]2[CH:44]=[CH:43][C:42](C3C=C4C5C(=CN=C(C6C=NC=CC=6)C=5)NC4=NC=3)=[CH:41][CH:40]=2)[CH2:38][CH2:37][NH:36][CH2:35][CH2:34]1.[CH3:64][C:65]([CH3:67])=O. (5) Given the product [Cl:23][CH2:22][CH2:21][CH2:20][CH2:19][C:9]1([C:13]([O:15][CH2:16][CH3:17])=[O:14])[CH2:12][CH2:11][CH2:10]1, predict the reactants needed to synthesize it. The reactants are: [Li+].CC([N-]C(C)C)C.[CH:9]1([C:13]([O:15][CH2:16][CH3:17])=[O:14])[CH2:12][CH2:11][CH2:10]1.Br[CH2:19][CH2:20][CH2:21][CH2:22][Cl:23]. (6) The reactants are: Cl.[Cl:2][C:3]1[CH:8]=[CH:7][CH:6]=[CH:5][C:4]=1[C@@H:9]1[CH2:11][C@H:10]1[NH2:12]. Given the product [Cl:2][C:3]1[CH:8]=[CH:7][CH:6]=[CH:5][C:4]=1[C@@H:9]1[CH2:11][C@H:10]1[NH2:12], predict the reactants needed to synthesize it.